Task: Predict the product of the given reaction.. Dataset: Forward reaction prediction with 1.9M reactions from USPTO patents (1976-2016) (1) Given the reactants [C:1]([O:5][C:6]([N:8]1[CH2:13][CH:12]=[C:11]([C:14]2[CH:19]=[CH:18][CH:17]=[C:16]([C:20]([O:22][CH2:23][CH3:24])=[O:21])[CH:15]=2)[CH2:10][CH2:9]1)=[O:7])([CH3:4])([CH3:3])[CH3:2], predict the reaction product. The product is: [C:1]([O:5][C:6]([N:8]1[CH2:13][CH2:12][CH:11]([C:14]2[CH:19]=[CH:18][CH:17]=[C:16]([C:20]([O:22][CH2:23][CH3:24])=[O:21])[CH:15]=2)[CH2:10][CH2:9]1)=[O:7])([CH3:4])([CH3:3])[CH3:2]. (2) Given the reactants [CH3:1][C:2]1[CH:3]=[C:4]([CH2:9][C:10]([C:20]([O:22][CH2:23][CH3:24])=[O:21])([C:15]([O:17][CH2:18][CH3:19])=[O:16])[CH2:11][C:12](O)=[O:13])[CH:5]=[CH:6][C:7]=1[CH3:8].CN(C(ON1N=NC2C=CC=CC1=2)=[N+](C)C)C.[B-](F)(F)(F)F.C1C=CC2N(O)N=NC=2C=1.C(N(C(C)C)C(C)C)C.[NH:66]1[CH2:71][CH2:70][CH:69]([N:72]2[CH2:81][C:80]3[C:75](=[CH:76][CH:77]=[CH:78][CH:79]=3)[NH:74][C:73]2=[O:82])[CH2:68][CH2:67]1, predict the reaction product. The product is: [CH3:1][C:2]1[CH:3]=[C:4]([CH:5]=[CH:6][C:7]=1[CH3:8])[CH2:9][C:10]([CH2:11][C:12](=[O:13])[N:66]1[CH2:67][CH2:68][CH:69]([N:72]2[CH2:81][C:80]3[C:75](=[CH:76][CH:77]=[CH:78][CH:79]=3)[NH:74][C:73]2=[O:82])[CH2:70][CH2:71]1)([C:20]([O:22][CH2:23][CH3:24])=[O:21])[C:15]([O:17][CH2:18][CH3:19])=[O:16]. (3) Given the reactants [H-].[Na+].C(OC([NH:10][C@H:11]([C:27]([OH:29])=[O:28])[CH2:12][C:13]1[CH:18]=[CH:17][C:16]([O:19][CH2:20][C:21]2[CH:26]=[CH:25][CH:24]=[CH:23][CH:22]=2)=[CH:15][CH:14]=1)=O)(C)(C)C.CI.Cl.CCOCC, predict the reaction product. The product is: [C:21]1([CH2:20][O:19][C:16]2[CH:15]=[CH:14][C:13]([CH2:12][C@@H:11]([C:27]([OH:29])=[O:28])[NH2:10])=[CH:18][CH:17]=2)[CH:22]=[CH:23][CH:24]=[CH:25][CH:26]=1. (4) The product is: [NH:8]([C:25]([O:27][C:28]([CH3:31])([CH3:30])[CH3:29])=[O:26])[C@H:9]([C:22]([NH:59][C@H:60]([C:68]([O:70][CH3:71])=[O:69])[CH2:61][CH2:62][CH2:63][NH:64][C:65](=[NH:66])[NH2:67])=[O:23])[CH2:10][C:11]1[CH:12]=[CH:13][C:14]([O:17][C:18]([CH3:21])([CH3:19])[CH3:20])=[CH:15][CH:16]=1. Given the reactants CN1CCOCC1.[NH:8]([C:25]([O:27][C:28]([CH3:31])([CH3:30])[CH3:29])=[O:26])[C@H:9]([C:22](O)=[O:23])[CH2:10][C:11]1[CH:16]=[CH:15][C:14]([O:17][C:18]([CH3:21])([CH3:20])[CH3:19])=[CH:13][CH:12]=1.F[P-](F)(F)(F)(F)F.N1(O[P+](N(C)C)(N(C)C)N(C)C)C2C=CC=CC=2N=N1.[NH2:59][C@H:60]([C:68]([O:70][CH3:71])=[O:69])[CH2:61][CH2:62][CH2:63][NH:64][C:65](=[NH:67])[NH2:66], predict the reaction product. (5) Given the reactants [C:1]([NH:4][C:5]1[CH:10]=[CH:9][C:8]([C:11]#[C:12][C:13]2[CH:18]=[CH:17][C:16]([CH2:19][C:20]([NH:22][NH:23][C:24]([O:26][C:27]([CH3:30])([CH3:29])[CH3:28])=[O:25])=[O:21])=[CH:15][CH:14]=2)=[CH:7][CH:6]=1)(=[O:3])[CH3:2], predict the reaction product. The product is: [C:1]([NH:4][C:5]1[CH:10]=[CH:9][C:8]([CH2:11][CH2:12][C:13]2[CH:18]=[CH:17][C:16]([CH2:19][C:20]([NH:22][NH:23][C:24]([O:26][C:27]([CH3:30])([CH3:29])[CH3:28])=[O:25])=[O:21])=[CH:15][CH:14]=2)=[CH:7][CH:6]=1)(=[O:3])[CH3:2]. (6) Given the reactants [SH:1][C:2]1[CH:7]=[CH:6][N:5]=[CH:4][CH:3]=1.F[C:9]1[CH:14]=[CH:13][CH:12]=[CH:11][C:10]=1[N+:15]([O-:17])=[O:16].C(=O)([O-])[O-].[K+].[K+], predict the reaction product. The product is: [N+:15]([C:10]1[CH:11]=[CH:12][CH:13]=[CH:14][C:9]=1[S:1][C:2]1[CH:7]=[CH:6][N:5]=[CH:4][CH:3]=1)([O-:17])=[O:16]. (7) Given the reactants [CH:1]([C:3]1[C:11]2[C:6](=[CH:7][CH:8]=[C:9]([C:12]3[CH:13]=[C:14]([NH:18][C:19](=[O:24])[C:20]([CH3:23])([CH3:22])[CH3:21])[CH:15]=[N:16][CH:17]=3)[CH:10]=2)[N:5]([CH2:25][O:26][CH2:27][CH2:28][Si:29]([CH3:32])([CH3:31])[CH3:30])[N:4]=1)=O.[F:33][C:34]1[CH:39]=[CH:38][C:37]([C:40]2[C:45]([NH2:46])=[C:44]([NH2:47])[CH:43]=[CH:42][N:41]=2)=[CH:36][CH:35]=1, predict the reaction product. The product is: [F:33][C:34]1[CH:35]=[CH:36][C:37]([C:40]2[C:45]3[N:46]=[C:1]([C:3]4[C:11]5[C:6](=[CH:7][CH:8]=[C:9]([C:12]6[CH:13]=[C:14]([NH:18][C:19](=[O:24])[C:20]([CH3:21])([CH3:22])[CH3:23])[CH:15]=[N:16][CH:17]=6)[CH:10]=5)[N:5]([CH2:25][O:26][CH2:27][CH2:28][Si:29]([CH3:31])([CH3:32])[CH3:30])[N:4]=4)[NH:47][C:44]=3[CH:43]=[CH:42][N:41]=2)=[CH:38][CH:39]=1. (8) Given the reactants Br[C:2]1[CH:7]=[C:6]([O:8][CH3:9])[C:5]([C:10]2[N:15]=[N:14][C:13]([N:16]([CH3:27])[CH:17]3[CH2:22][C:21]([CH3:24])([CH3:23])[NH:20][C:19]([CH3:26])([CH3:25])[CH2:18]3)=[CH:12][CH:11]=2)=[C:4]([F:28])[CH:3]=1.BrC1C=C(C2C(OC)=CC=CC=2F)N=N[C:31]=1[N:45](C)[CH:46]1CC(C)(C)[NH:49][C:48](C)(C)[CH2:47]1.BrC1C=C(F)C(C2N=NC(N(C)C3CC(C)(C)NC(C)(C)C3)=CC=2)=C(O)C=1.CC1(C)C(C)(C)OB(C2C=NN(C(OC(C)(C)C)=O)C=2)O1, predict the reaction product. The product is: [F:28][C:4]1[CH:3]=[CH:2][CH:7]=[C:6]([O:8][CH3:9])[C:5]=1[C:10]1[N:15]=[N:14][C:13]([N:16]([CH3:27])[CH:17]2[CH2:22][C:21]([CH3:24])([CH3:23])[NH:20][C:19]([CH3:25])([CH3:26])[CH2:18]2)=[C:12]([C:47]2[CH:48]=[N:49][N:45]([CH3:31])[CH:46]=2)[CH:11]=1. (9) Given the reactants [CH:1]([C:4]1[NH:5][CH:6]=[CH:7][N:8]=1)([CH3:3])[CH3:2].CCN(C(C)C)C(C)C.[CH3:18][O:19][CH2:20][CH2:21][O:22][CH2:23]Cl, predict the reaction product. The product is: [CH:1]([C:4]1[N:5]([CH2:18][O:19][CH2:20][CH2:21][O:22][CH3:23])[CH:6]=[CH:7][N:8]=1)([CH3:3])[CH3:2].